Dataset: Full USPTO retrosynthesis dataset with 1.9M reactions from patents (1976-2016). Task: Predict the reactants needed to synthesize the given product. (1) Given the product [CH2:1]([O:3][C:4]1[CH:5]=[C:6]([CH:23]=[CH:24][C:25]=1[O:26][CH2:27][CH3:28])[CH2:7][C:8]1[O:12][N:11]=[C:10]([C:13]2[CH:21]=[CH:20][CH:19]=[C:18]3[C:14]=2[CH2:15][CH2:16][CH:17]3[NH:29][C@H:30]([CH3:33])[CH2:31][OH:32])[N:9]=1)[CH3:2], predict the reactants needed to synthesize it. The reactants are: [CH2:1]([O:3][C:4]1[CH:5]=[C:6]([CH:23]=[CH:24][C:25]=1[O:26][CH2:27][CH3:28])[CH2:7][C:8]1[O:12][N:11]=[C:10]([C:13]2[CH:21]=[CH:20][CH:19]=[C:18]3[C:14]=2[CH2:15][CH2:16][CH:17]3O)[N:9]=1)[CH3:2].[NH2:29][C@H:30]([CH3:33])[CH2:31][OH:32]. (2) Given the product [OH:6][CH2:7][CH2:8][C:9]1([C:28]#[N:29])[CH2:14][CH2:13][N:12]([C:15]2[S:16][C:17]3[CH:23]=[C:22]([C:24]([F:26])([F:27])[F:25])[CH:21]=[CH:20][C:18]=3[N:19]=2)[CH2:11][CH2:10]1, predict the reactants needed to synthesize it. The reactants are: C([Si](C)(C)[O:6][CH2:7][CH2:8][C:9]1([C:28]#[N:29])[CH2:14][CH2:13][N:12]([C:15]2[S:16][C:17]3[CH:23]=[C:22]([C:24]([F:27])([F:26])[F:25])[CH:21]=[CH:20][C:18]=3[N:19]=2)[CH2:11][CH2:10]1)(C)(C)C.[F-].C[N+](C)(C)C.C(O)(=O)CC(CC(O)=O)(C(O)=O)O.